From a dataset of Full USPTO retrosynthesis dataset with 1.9M reactions from patents (1976-2016). Predict the reactants needed to synthesize the given product. Given the product [Br:16][C:17]1[CH:30]=[CH:29][C:28]2[O:27][C:26]3[C:21](=[CH:22][C:23]([C:11]4[CH:12]=[N:7][CH:8]=[N:9][CH:10]=4)=[CH:24][CH:25]=3)[C:20]3([CH2:35][S:34][C:33]([NH:36][C:37]([CH3:40])([CH3:39])[CH3:38])=[N:32]3)[C:19]=2[CH:18]=1, predict the reactants needed to synthesize it. The reactants are: C(=O)([O-])[O-].[Na+].[Na+].[N:7]1[CH:12]=[C:11](B(O)O)[CH:10]=[N:9][CH:8]=1.[Br:16][C:17]1[CH:30]=[CH:29][C:28]2[O:27][C:26]3[C:21](=[CH:22][C:23](I)=[CH:24][CH:25]=3)[C:20]3([CH2:35][S:34][C:33]([NH:36][C:37]([CH3:40])([CH3:39])[CH3:38])=[N:32]3)[C:19]=2[CH:18]=1.COCCOC.